Dataset: Full USPTO retrosynthesis dataset with 1.9M reactions from patents (1976-2016). Task: Predict the reactants needed to synthesize the given product. (1) Given the product [Cl:20][C:11]1[CH:10]=[C:9](/[CH:8]=[C:4]2/[C:5](=[O:7])[N:6]3[CH:23]=[C:24]([C:26]4[CH:31]=[N:30][CH:29]=[CH:28][N:27]=4)[N:1]=[C:2]3[S:3]/2)[CH:14]=[C:13]([O:15][CH2:16][CH2:17][CH3:18])[C:12]=1[OH:19], predict the reactants needed to synthesize it. The reactants are: [NH2:1][C:2]1[S:3]/[C:4](=[CH:8]\[C:9]2[CH:14]=[C:13]([O:15][CH2:16][CH2:17][CH3:18])[C:12]([OH:19])=[C:11]([Cl:20])[CH:10]=2)/[C:5](=[O:7])[N:6]=1.Br.Br[CH2:23][C:24]([C:26]1[CH:31]=[N:30][CH:29]=[CH:28][N:27]=1)=O. (2) The reactants are: C([O:8][C:9]1[CH:10]=[C:11]([NH:15][C:16](=[O:36])[C:17]2[CH:22]=[CH:21][CH:20]=[CH:19][C:18]=2[NH:23][C:24](=[O:35])[C:25]2[CH:30]=[CH:29][C:28]([C:31]([CH3:34])([CH3:33])[CH3:32])=[CH:27][CH:26]=2)[CH:12]=[CH:13][CH:14]=1)C1C=CC=CC=1.[H][H]. Given the product [C:31]([C:28]1[CH:29]=[CH:30][C:25]([C:24]([NH:23][C:18]2[CH:19]=[CH:20][CH:21]=[CH:22][C:17]=2[C:16]([NH:15][C:11]2[CH:12]=[CH:13][CH:14]=[C:9]([OH:8])[CH:10]=2)=[O:36])=[O:35])=[CH:26][CH:27]=1)([CH3:34])([CH3:32])[CH3:33], predict the reactants needed to synthesize it. (3) Given the product [C:10]1([C:24]2[CH:29]=[CH:28][CH:27]=[CH:26][CH:25]=2)[CH:11]=[CH:12][C:13]([CH2:16][CH2:17][CH:18]([OH:23])[CH2:19][C:20]([N:56]2[CH2:57][CH2:58][S:54][CH2:55]2)=[O:22])=[CH:14][CH:15]=1, predict the reactants needed to synthesize it. The reactants are: C(N(C(C)C)CC)(C)C.[C:10]1([C:24]2[CH:29]=[CH:28][CH:27]=[CH:26][CH:25]=2)[CH:15]=[CH:14][C:13]([CH2:16][CH2:17][CH:18]([OH:23])[CH2:19][C:20]([OH:22])=O)=[CH:12][CH:11]=1.F[P-](F)(F)(F)(F)F.N1(OC(N(C)C)=[N+](C)C)C2N=CC=CC=2N=N1.[S:54]1[CH2:58][CH2:57][NH:56][CH2:55]1. (4) The reactants are: [NH2:1][C:2]1[N:7]=[C:6]([O:8][CH2:9][CH2:10][CH2:11][CH3:12])[N:5]=[C:4]([OH:13])[C:3]=1[N:14]=[O:15].FC(F)(F)C(O)=[O:19].OO. Given the product [NH2:1][C:2]1[N:7]=[C:6]([O:8][CH2:9][CH2:10][CH2:11][CH3:12])[N:5]=[C:4]([OH:13])[C:3]=1[N+:14]([O-:19])=[O:15], predict the reactants needed to synthesize it.